From a dataset of Reaction yield outcomes from USPTO patents with 853,638 reactions. Predict the reaction yield, written as a fraction of the theoretical maximum amount of product (1.0 means a 100% yield; for example, 0.34 means a 34% yield). (1) The reactants are [NH2:1][C:2]1[N:23]=[C:22](Cl)[CH:21]=[CH:20][C:3]=1[C:4]([NH:6][CH2:7][C:8]1[S:9][C:10]([O:13][C:14]2[CH:19]=[CH:18][CH:17]=[CH:16][CH:15]=2)=[CH:11][CH:12]=1)=[O:5].[CH2:25]([NH2:28])[CH2:26][NH2:27].O. The catalyst is CS(C)=O.C(N(CC)C(C)C)(C)C. The product is [NH2:1][C:2]1[N:23]=[C:22]([NH:27][CH2:26][CH2:25][NH2:28])[CH:21]=[CH:20][C:3]=1[C:4]([NH:6][CH2:7][C:8]1[S:9][C:10]([O:13][C:14]2[CH:19]=[CH:18][CH:17]=[CH:16][CH:15]=2)=[CH:11][CH:12]=1)=[O:5]. The yield is 0.590. (2) The yield is 0.610. The catalyst is CO.[Pd]. The product is [OH:8][C:9]1[C:14](=[O:15])[C:13]([CH:16]([OH:21])[C:17]([F:20])([F:18])[F:19])=[CH:12][N:11]([CH3:22])[C:10]=1[CH3:23]. The reactants are C([O:8][C:9]1[C:14](=[O:15])[C:13]([CH:16]([OH:21])[C:17]([F:20])([F:19])[F:18])=[CH:12][N:11]([CH3:22])[C:10]=1[CH3:23])C1C=CC=CC=1. (3) The reactants are [CH2:1]([O:3][CH2:4][C:5]([OH:7])=O)[CH3:2].C(Cl)(=O)C(Cl)=O.CN(C=O)C.[NH2:19][C:20]1[CH:29]=[CH:28][CH:27]=[C:26]2[C:21]=1[C:22](=[O:39])[N:23]([CH:31]1[CH2:36][CH2:35][C:34](=[O:37])[NH:33][C:32]1=[O:38])[C:24]([CH3:30])=[N:25]2. The catalyst is C(OCC)C.O1CCCC1. The product is [O:38]=[C:32]1[CH:31]([N:23]2[C:22](=[O:39])[C:21]3[C:26](=[CH:27][CH:28]=[CH:29][C:20]=3[NH:19][C:5](=[O:7])[CH2:4][O:3][CH2:1][CH3:2])[N:25]=[C:24]2[CH3:30])[CH2:36][CH2:35][C:34](=[O:37])[NH:33]1. The yield is 0.120.